Predict the reaction yield, written as a fraction of the theoretical maximum amount of product (1.0 means a 100% yield; for example, 0.34 means a 34% yield). From a dataset of Reaction yield outcomes from USPTO patents with 853,638 reactions. (1) The reactants are [F:1][C:2]1[CH:7]=[C:6](I)[CH:5]=[CH:4][C:3]=1[N:9]1[CH:14]=[C:13]([O:15][CH3:16])[C:12](=[O:17])[C:11]([C:18]2[N:22]([C:23]3[CH:28]=[CH:27][CH:26]=[CH:25][CH:24]=3)[N:21]=[CH:20][CH:19]=2)=[N:10]1.Cl.[F:30][CH:31]1[CH2:34][NH:33][CH2:32]1.O(C(C)(C)C)[Na].CC1(C)C2C(=C(P(C3C=CC=CC=3)C3C=CC=CC=3)C=CC=2)OC2C(P(C3C=CC=CC=3)C3C=CC=CC=3)=CC=CC1=2. The catalyst is O1CCOCC1.C([O-])(O)=O.[Na+].C1C=CC(/C=C/C(/C=C/C2C=CC=CC=2)=O)=CC=1.C1C=CC(/C=C/C(/C=C/C2C=CC=CC=2)=O)=CC=1.C1C=CC(/C=C/C(/C=C/C2C=CC=CC=2)=O)=CC=1.[Pd].[Pd]. The product is [F:1][C:2]1[CH:7]=[C:6]([N:33]2[CH2:34][CH:31]([F:30])[CH2:32]2)[CH:5]=[CH:4][C:3]=1[N:9]1[CH:14]=[C:13]([O:15][CH3:16])[C:12](=[O:17])[C:11]([C:18]2[N:22]([C:23]3[CH:28]=[CH:27][CH:26]=[CH:25][CH:24]=3)[N:21]=[CH:20][CH:19]=2)=[N:10]1. The yield is 0.400. (2) The reactants are [CH:1]1([CH2:6][CH:7]([C:11]2[CH:16]=[CH:15][C:14]([S:17]([CH3:20])(=[O:19])=[O:18])=[C:13]([C:21]([F:24])([F:23])[F:22])[CH:12]=2)[C:8](O)=[O:9])[CH2:5][CH2:4][CH2:3][CH2:2]1.C(Cl)(=O)C(Cl)=O.[NH2:31][C:32]1[CH:41]=[CH:40][C:39]2[C:34](=[CH:35][CH:36]=[CH:37][CH:38]=2)[N:33]=1.C(N(CC)CC)C. The catalyst is C(Cl)Cl.CN(C)C=O.O1CCCC1. The product is [CH:1]1([CH2:6][CH:7]([C:11]2[CH:16]=[CH:15][C:14]([S:17]([CH3:20])(=[O:18])=[O:19])=[C:13]([C:21]([F:22])([F:23])[F:24])[CH:12]=2)[C:8]([NH:31][C:32]2[CH:41]=[CH:40][C:39]3[C:34](=[CH:35][CH:36]=[CH:37][CH:38]=3)[N:33]=2)=[O:9])[CH2:5][CH2:4][CH2:3][CH2:2]1. The yield is 0.572. (3) The product is [CH3:20][O:13][C:12]([C:8]1[C:7]2[C:11](=[C:3]([F:2])[CH:4]=[CH:5][C:6]=2[O:15][C:16]([F:19])([F:17])[F:18])[NH:10][CH:9]=1)=[O:14]. The yield is 0.840. No catalyst specified. The reactants are Cl.[F:2][C:3]1[CH:4]=[CH:5][C:6]([O:15][C:16]([F:19])([F:18])[F:17])=[C:7]2[C:11]=1[NH:10][CH:9]=[C:8]2[C:12]([OH:14])=[O:13].[CH3:20]O. (4) The reactants are [CH:1]1[N:5]=[C:4]([NH2:6])[S:3][CH:2]=1.[CH3:7][C:8]([O:11][C:12](O[C:12]([O:11][C:8]([CH3:10])([CH3:9])[CH3:7])=[O:13])=[O:13])([CH3:10])[CH3:9].CCN(CC)CC. The catalyst is C1COCC1.CN(C1C=CN=CC=1)C.C(Cl)Cl. The product is [S:3]1[CH:2]=[CH:1][N:5]=[C:4]1[NH:6][C:12](=[O:13])[O:11][C:8]([CH3:10])([CH3:9])[CH3:7]. The yield is 0.720. (5) The reactants are [NH2:1][C:2]1[CH:3]=[N:4][CH:5]=[C:6]([Br:8])[CH:7]=1.N1C=CC=CC=1.[C:15](Cl)(=[O:19])[CH:16]([CH3:18])[CH3:17]. The catalyst is C(Cl)Cl. The product is [Br:8][C:6]1[CH:7]=[C:2]([NH:1][C:15](=[O:19])[CH:16]([CH3:18])[CH3:17])[CH:3]=[N:4][CH:5]=1. The yield is 0.710. (6) The reactants are I[C:2]1[CH:7]=[CH:6][N:5]([CH3:8])[C:4](=[O:9])[CH:3]=1.[OH:10][C:11]([CH3:44])([CH3:43])[CH2:12][C@@:13]1([C:37]2[CH:42]=[CH:41][CH:40]=[CH:39][CH:38]=2)[O:18][C:17](=[O:19])[N:16]([C@H:20]([C:22]2[CH:27]=[CH:26][C:25](B3OC(C)(C)C(C)(C)O3)=[CH:24][CH:23]=2)[CH3:21])[CH2:15][CH2:14]1.C([O-])([O-])=O.[Cs+].[Cs+]. The catalyst is O1CCOCC1.Cl[Pd](Cl)([P](C1C=CC=CC=1)(C1C=CC=CC=1)C1C=CC=CC=1)[P](C1C=CC=CC=1)(C1C=CC=CC=1)C1C=CC=CC=1. The product is [OH:10][C:11]([CH3:43])([CH3:44])[CH2:12][C@@:13]1([C:37]2[CH:42]=[CH:41][CH:40]=[CH:39][CH:38]=2)[O:18][C:17](=[O:19])[N:16]([C@H:20]([C:22]2[CH:23]=[CH:24][C:25]([C:2]3[CH:7]=[CH:6][N:5]([CH3:8])[C:4](=[O:9])[CH:3]=3)=[CH:26][CH:27]=2)[CH3:21])[CH2:15][CH2:14]1. The yield is 0.280. (7) The reactants are [NH2:1][N:2]1[CH2:7][CH:6]([OH:8])[CH2:5][CH:4]([C:9]2[CH:14]=[CH:13][C:12]([F:15])=[CH:11][C:10]=2[Cl:16])[C:3]1=[O:17].[C:18]([O:22][C:23]([N:25]1[CH2:30][CH2:29][CH:28]([N:31]=[C:32]=[S:33])[CH2:27][CH2:26]1)=[O:24])([CH3:21])([CH3:20])[CH3:19]. The catalyst is CC(N(C)C)=O.C(OCC)(=O)C. The product is [Cl:16][C:10]1[CH:11]=[C:12]([F:15])[CH:13]=[CH:14][C:9]=1[CH:4]1[CH2:5][CH:6]([OH:8])[CH2:7][N:2]([NH:1][C:32](=[S:33])[NH:31][CH:28]2[CH2:27][CH2:26][N:25]([C:23]([O:22][C:18]([CH3:20])([CH3:19])[CH3:21])=[O:24])[CH2:30][CH2:29]2)[C:3]1=[O:17]. The yield is 0.830. (8) The reactants are [Br:1][C:2]1[CH:3]=[CH:4][C:5]2[N:6]([CH2:16][CH:17]([F:40])[CH2:18][N:19]([C:32]3[CH:37]=[CH:36][CH:35]=[C:34]([O:38][CH3:39])[CH:33]=3)S(C3C=CC([N+]([O-])=O)=CC=3)(=O)=O)[C:7]3[C:12]([C:13]=2[CH:14]=1)=[CH:11][C:10]([Br:15])=[CH:9][CH:8]=3.[OH-].[Li+].CN(C)C=O.SCC(O)=O. The catalyst is CCOC(C)=O. The product is [Br:15][C:10]1[CH:9]=[CH:8][C:7]2[N:6]([CH2:16][CH:17]([F:40])[CH2:18][NH:19][C:32]3[CH:37]=[CH:36][CH:35]=[C:34]([O:38][CH3:39])[CH:33]=3)[C:5]3[C:13]([C:12]=2[CH:11]=1)=[CH:14][C:2]([Br:1])=[CH:3][CH:4]=3. The yield is 0.880. (9) The reactants are [CH2:1]([O:8][C:9]([NH:11][C@H:12]([C:24]([NH:26][CH2:27][CH2:28][CH:29](OCC)[O:30]CC)=[O:25])[CH2:13][C:14]([O:16][CH2:17][C:18]1[CH:23]=[CH:22][CH:21]=[CH:20][CH:19]=1)=[O:15])=[O:10])[C:2]1[CH:7]=[CH:6][CH:5]=[CH:4][CH:3]=1.Cl. The catalyst is O1CCCC1. The product is [CH2:1]([O:8][C:9]([NH:11][C@H:12]([C:24](=[O:25])[NH:26][CH2:27][CH2:28][CH:29]=[O:30])[CH2:13][C:14]([O:16][CH2:17][C:18]1[CH:23]=[CH:22][CH:21]=[CH:20][CH:19]=1)=[O:15])=[O:10])[C:2]1[CH:7]=[CH:6][CH:5]=[CH:4][CH:3]=1. The yield is 0.920. (10) The reactants are [Cl:1][C:2]1[N:7]=[C:6]([C:8]2[S:12][C:11]([CH:13]([CH3:15])[CH3:14])=[N:10][C:9]=2[C:16]2[C:17]([O:23][CH3:24])=[C:18]([CH:20]=[CH:21][CH:22]=2)[NH2:19])[CH:5]=[CH:4][N:3]=1.N1C=CC=CC=1.[F:31][C:32]1[CH:37]=[CH:36][CH:35]=[C:34]([F:38])[C:33]=1[S:39](Cl)(=[O:41])=[O:40]. The catalyst is C(Cl)Cl. The product is [Cl:1][C:2]1[N:7]=[C:6]([C:8]2[S:12][C:11]([CH:13]([CH3:15])[CH3:14])=[N:10][C:9]=2[C:16]2[C:17]([O:23][CH3:24])=[C:18]([NH:19][S:39]([C:33]3[C:34]([F:38])=[CH:35][CH:36]=[CH:37][C:32]=3[F:31])(=[O:41])=[O:40])[CH:20]=[CH:21][CH:22]=2)[CH:5]=[CH:4][N:3]=1. The yield is 0.582.